This data is from Peptide-MHC class II binding affinity with 134,281 pairs from IEDB. The task is: Regression. Given a peptide amino acid sequence and an MHC pseudo amino acid sequence, predict their binding affinity value. This is MHC class II binding data. (1) The peptide sequence is GKGTLDGQGKAVWGK. The MHC is HLA-DQA10201-DQB10202 with pseudo-sequence HLA-DQA10201-DQB10202. The binding affinity (normalized) is 0. (2) The binding affinity (normalized) is 0. The peptide sequence is AGSYAADLGYGPATP. The MHC is DRB1_0301 with pseudo-sequence DRB1_0301. (3) The peptide sequence is KKLLCDIGESSSSSVTE. The MHC is DRB4_0103 with pseudo-sequence DRB4_0103. The binding affinity (normalized) is 0.463. (4) The peptide sequence is VLTLGAAMVEIALGGKK. The MHC is HLA-DQA10102-DQB10501 with pseudo-sequence HLA-DQA10102-DQB10501. The binding affinity (normalized) is 0.787. (5) The peptide sequence is RREIFIVETGLCSLA. The MHC is DRB1_0401 with pseudo-sequence DRB1_0401. The binding affinity (normalized) is 0.383. (6) The peptide sequence is WPADYGHYGPLFIRM. The MHC is DRB1_0301 with pseudo-sequence DRB1_0301. The binding affinity (normalized) is 0.182. (7) The peptide sequence is LVRKLHHKLKNGEFN. The MHC is DRB1_0101 with pseudo-sequence DRB1_0101. The binding affinity (normalized) is 0.261.